From a dataset of Reaction yield outcomes from USPTO patents with 853,638 reactions. Predict the reaction yield, written as a fraction of the theoretical maximum amount of product (1.0 means a 100% yield; for example, 0.34 means a 34% yield). (1) The reactants are [NH:1]1[C:9]2[CH:8]=[CH:7][CH:6]=[C:5]([C:10]([O:12][CH3:13])=[O:11])[C:4]=2[CH2:3][CH2:2]1.[Cl:14][C:15]1[CH:16]=[CH:17][C:18]([OH:23])=[C:19]([CH:22]=1)[CH:20]=O. No catalyst specified. The product is [Cl:14][C:15]1[CH:16]=[CH:17][C:18]([OH:23])=[C:19]([CH:22]=1)[CH2:20][N:1]1[C:9]2[CH:8]=[CH:7][CH:6]=[C:5]([C:10]([O:12][CH3:13])=[O:11])[C:4]=2[CH:3]=[CH:2]1. The yield is 0.830. (2) The reactants are [NH2:1][CH2:2][CH2:3][C:4]1[CH:9]=[CH:8][C:7]([OH:10])=[CH:6][CH:5]=1.[Cl:11][CH2:12][C:13](Cl)=[O:14]. The catalyst is ClCCl.O. The product is [Cl:11][CH2:12][C:13]([NH:1][CH2:2][CH2:3][C:4]1[CH:9]=[CH:8][C:7]([OH:10])=[CH:6][CH:5]=1)=[O:14]. The yield is 0.750. (3) The reactants are F[C:2]1[CH:3]=[C:4]2[C:8](=[CH:9][CH:10]=1)[N:7]([CH2:11][C:12]([O:14][CH3:15])=[O:13])[C:6]([CH3:16])=[C:5]2[CH2:17][C:18]1[CH:19]=[N:20][C:21]([O:24]C)=[CH:22][CH:23]=1.CC1N(CC(OC)=O)C2C(C=1)=CC=CC=2.O=C1NC=C(C=O)C=C1.C([SiH](CC)CC)C.FC(F)(F)C(O)=O. No catalyst specified. The product is [CH3:16][C:6]1[N:7]([CH2:11][C:12]([O:14][CH3:15])=[O:13])[C:8]2[C:4]([C:5]=1[CH2:17][C:18]1[CH:23]=[CH:22][C:21](=[O:24])[NH:20][CH:19]=1)=[CH:3][CH:2]=[CH:10][CH:9]=2. The yield is 0.610. (4) The reactants are Cl[C:2](OC1C=CC([N+]([O-])=O)=CC=1)=[O:3].N1C=CC=CC=1.[NH2:20][C:21]1[CH:31]=[CH:30][C:24]2[O:25][C:26]([F:29])([F:28])[O:27][C:23]=2[CH:22]=1.CCN(C(C1C=CC=C(C)C=1)=O)CC.[CH3:46][N:47]([CH3:65])[CH2:48][CH2:49][CH2:50][O:51][C:52]1[CH:57]=[CH:56][C:55]([NH2:58])=[CH:54][C:53]=1[C:59]1[N:60]([CH3:64])[N:61]=[CH:62][CH:63]=1. The catalyst is ClCCCl. The product is [F:28][C:26]1([F:29])[O:25][C:24]2[CH:30]=[CH:31][C:21]([NH:20][C:2]([NH:58][C:55]3[CH:56]=[CH:57][C:52]([O:51][CH2:50][CH2:49][CH2:48][N:47]([CH3:46])[CH3:65])=[C:53]([C:59]4[N:60]([CH3:64])[N:61]=[CH:62][CH:63]=4)[CH:54]=3)=[O:3])=[CH:22][C:23]=2[O:27]1. The yield is 0.340. (5) The reactants are [NH2:1][C:2]1[CH:7]=[C:6]([O:8][C:9]2[CH:14]=[CH:13][C:12]([N+:15]([O-:17])=[O:16])=[CH:11][CH:10]=2)[CH:5]=[CH:4][N:3]=1.[CH2:18]([N:20]([CH2:23]C)[CH2:21]C)C.ClC(OC1C=CC=CC=1)=[O:27].CNC. The catalyst is O1CCCC1.CO. The product is [N+:15]([C:12]1[CH:11]=[CH:10][C:9]([O:8][C:6]2[CH:5]=[CH:4][N:3]=[C:2]([NH:1][C:18](=[O:27])[N:20]([CH3:23])[CH3:21])[CH:7]=2)=[CH:14][CH:13]=1)([O-:17])=[O:16]. The yield is 0.725. (6) The yield is 0.700. The product is [CH:1]([O:4][C:5]([N:7]1[CH:12]([CH2:13][CH3:14])[CH2:11][CH:10]([N:15]([CH2:23][C:24]2[CH:29]=[C:28]([C:30]([F:32])([F:31])[F:33])[CH:27]=[C:26]([Cl:34])[CH:25]=2)[C:16]2[N:17]=[CH:18][C:19]([O:22][CH2:44][CH2:43][N:37]3[CH2:42][CH2:41][O:40][CH2:39][CH2:38]3)=[CH:20][N:21]=2)[CH2:9][CH:8]1[CH2:35][CH3:36])=[O:6])([CH3:3])[CH3:2]. The reactants are [CH:1]([O:4][C:5]([N:7]1[CH:12]([CH2:13][CH3:14])[CH2:11][CH:10]([N:15]([CH2:23][C:24]2[CH:29]=[C:28]([C:30]([F:33])([F:32])[F:31])[CH:27]=[C:26]([Cl:34])[CH:25]=2)[C:16]2[N:21]=[CH:20][C:19]([OH:22])=[CH:18][N:17]=2)[CH2:9][CH:8]1[CH2:35][CH3:36])=[O:6])([CH3:3])[CH3:2].[N:37]1([CH2:43][CH2:44]O)[CH2:42][CH2:41][O:40][CH2:39][CH2:38]1.C1(P(C2C=CC=CC=2)C2C=CC=CC=2)C=CC=CC=1.CCOC(/N=N/C(OCC)=O)=O. The catalyst is C1COCC1. (7) The reactants are C(O[C:6]([N:8]1[CH2:13][CH2:12][CH:11]([NH:14][C:15]2[S:16][C:17]3[CH:23]=[CH:22][CH:21]=[CH:20][C:18]=3[N:19]=2)[CH2:10][CH2:9]1)=O)(C)(C)C.FC(F)(F)C(O)=O.[O:31]1C[CH:32]1[CH2:34][N:35]1[C:43]2[CH2:42][CH2:41][N:40]([C:44](=[O:46])[CH3:45])[CH2:39][C:38]=2[C:37]([C:47]2[CH:52]=[CH:51][C:50]([C:53]([F:56])([F:55])[F:54])=[CH:49][CH:48]=2)=[N:36]1. The catalyst is ClCCl. The product is [S:16]1[C:17]2[CH:23]=[CH:22][CH:21]=[CH:20][C:18]=2[N:19]=[C:15]1[NH:14][CH:11]1[CH2:10][CH2:9][N:8]([CH2:6][CH:32]([OH:31])[CH2:34][N:35]2[C:43]3[CH2:42][CH2:41][N:40]([C:44](=[O:46])[CH3:45])[CH2:39][C:38]=3[C:37]([C:47]3[CH:52]=[CH:51][C:50]([C:53]([F:56])([F:55])[F:54])=[CH:49][CH:48]=3)=[N:36]2)[CH2:13][CH2:12]1. The yield is 0.660. (8) The reactants are [CH:1]([C:4]1[NH:5][C:6]([CH2:9][C:10]#[N:11])=[N:7][N:8]=1)([CH3:3])[CH3:2].C([O:14][C:15](=O)[CH:16]([C:21](=O)[CH3:22])[CH2:17][CH2:18][CH2:19][CH3:20])C.C([O-])(=O)C.[NH4+]. The catalyst is O. The product is [CH2:17]([C:16]1[C:15](=[O:14])[N:7]2[N:8]=[C:4]([CH:1]([CH3:3])[CH3:2])[NH:5][C:6]2=[C:9]([C:10]#[N:11])[C:21]=1[CH3:22])[CH2:18][CH2:19][CH3:20]. The yield is 0.470. (9) The reactants are Br[C:2]1[N:3]=[CH:4][C:5]([NH2:8])=[N:6][CH:7]=1.[CH2:9]([O:16][CH2:17][C:18]([B-](F)(F)F)=[CH2:19])[C:10]1[CH:15]=[CH:14][CH:13]=[CH:12][CH:11]=1.[K+].C(Cl)Cl.C([O-])([O-])=O.[Cs+].[Cs+]. The catalyst is C1C=CC(P(C2C=CC=CC=2)[C-]2C=CC=C2)=CC=1.C1C=CC(P(C2C=CC=CC=2)[C-]2C=CC=C2)=CC=1.Cl[Pd]Cl.[Fe+2]. The product is [CH2:9]([O:16][CH2:17][C:18]([C:2]1[N:3]=[CH:4][C:5]([NH2:8])=[N:6][CH:7]=1)=[CH2:19])[C:10]1[CH:15]=[CH:14][CH:13]=[CH:12][CH:11]=1. The yield is 0.610. (10) The reactants are [CH3:1][O:2][C:3]1[CH:4]=[C:5]2[C:10](=[CH:11][C:12]=1[O:13][CH2:14][CH2:15][CH2:16][N:17]1[CH2:22][CH2:21][CH2:20][CH2:19][CH2:18]1)[N:9]=[CH:8][NH:7][C:6]2=O.CN(C=O)C.S(Cl)([Cl:31])=O. No catalyst specified. The product is [Cl:31][C:6]1[C:5]2[C:10](=[CH:11][C:12]([O:13][CH2:14][CH2:15][CH2:16][N:17]3[CH2:22][CH2:21][CH2:20][CH2:19][CH2:18]3)=[C:3]([O:2][CH3:1])[CH:4]=2)[N:9]=[CH:8][N:7]=1. The yield is 0.760.